Dataset: Reaction yield outcomes from USPTO patents with 853,638 reactions. Task: Predict the reaction yield, written as a fraction of the theoretical maximum amount of product (1.0 means a 100% yield; for example, 0.34 means a 34% yield). (1) The reactants are C(Cl)(=O)C(Cl)=O.[Br:7][C:8]1[CH:9]=[N:10][CH:11]=[C:12]2[C:17]=1[N:16]=[C:15]([C:18]([OH:20])=O)[CH:14]=[CH:13]2.[F:21][C:22]([F:32])([F:31])[C:23]1[CH:28]=[CH:27][C:26]([CH2:29][NH2:30])=[CH:25][CH:24]=1.C(N(CC)CC)C.C([O-])(O)=O.[Na+]. The catalyst is C1(C)C=CC=CC=1.CN(C=O)C. The product is [Br:7][C:8]1[CH:9]=[N:10][CH:11]=[C:12]2[C:17]=1[N:16]=[C:15]([C:18]([NH:30][CH2:29][C:26]1[CH:25]=[CH:24][C:23]([C:22]([F:21])([F:31])[F:32])=[CH:28][CH:27]=1)=[O:20])[CH:14]=[CH:13]2. The yield is 0.490. (2) The reactants are [CH3:1][O:2][C:3]([CH:5]1[CH2:10][CH2:9][CH:8](C(O)=O)[CH2:7][CH2:6]1)=[O:4].C([N:16]([CH2:19]C)CC)C.ClC(OCC)=[O:23]. The catalyst is C(Cl)(Cl)Cl. The product is [CH3:1][O:2][C:3]([C:5]1([C:19](=[O:23])[NH2:16])[CH2:6][CH2:7][CH2:8][CH2:9][CH2:10]1)=[O:4]. The yield is 0.720. (3) The reactants are Br[CH:2]1[CH2:6][CH2:5][N:4]([C:7]2[C:8]([CH3:14])=[N:9][C:10]([Br:13])=[CH:11][CH:12]=2)[C:3]1=[O:15].C1COCC1.[CH3:21][C:22]([O-:24])=[O:23].[K+]. The catalyst is C1OCCOCCOCCOCCOCCOC1.C(OCC)(=O)C. The product is [C:22]([O:24][CH:2]1[CH2:6][CH2:5][N:4]([C:7]2[C:8]([CH3:14])=[N:9][C:10]([Br:13])=[CH:11][CH:12]=2)[C:3]1=[O:15])(=[O:23])[CH3:21]. The yield is 0.650. (4) The product is [CH:9]([CH:5]1[CH2:6][NH:7][C@@H:3]([CH2:2][OH:1])[CH2:4]1)([CH3:11])[CH3:10]. The catalyst is C1COCC1. The yield is 0.800. The reactants are [OH:1][CH2:2][C@@H:3]1[NH:7][C:6](=O)[CH:5]([CH:9]([CH3:11])[CH3:10])[CH2:4]1.[H-].[Al+3].[Li+].[H-].[H-].[H-].